Dataset: Full USPTO retrosynthesis dataset with 1.9M reactions from patents (1976-2016). Task: Predict the reactants needed to synthesize the given product. (1) Given the product [C:12]([O:11][CH2:10][CH2:9][CH2:8][CH2:7][C:1]1[CH:6]=[CH:5][CH:4]=[CH:3][CH:2]=1)(=[O:17])[C:13]([CH3:16])([CH3:15])[CH3:14], predict the reactants needed to synthesize it. The reactants are: [C:1]1([CH2:7][CH2:8][CH2:9][CH2:10][OH:11])[CH:6]=[CH:5][CH:4]=[CH:3][CH:2]=1.[C:12](Cl)(=[O:17])[C:13]([CH3:16])([CH3:15])[CH3:14].C(N(C(C)C)CC)(C)C.O. (2) The reactants are: [C:1]1([C:7]2[C:11]3[CH2:12][NH:13][CH:14]([CH3:16])[CH2:15][C:10]=3[NH:9][N:8]=2)[CH:6]=[CH:5][CH:4]=[CH:3][CH:2]=1.Cl.[Cl:18][C:19]1[CH:20]=[C:21]([NH:25][C:26](=O)[O:27]C2C=CC=CC=2)[CH:22]=[CH:23][CH:24]=1.[OH2:35]. Given the product [Cl:18][C:19]1[CH:20]=[C:21]([NH:25][C:26]([N:13]2[CH:14]([CH2:16][OH:35])[CH2:15][C:10]3[NH:9][N:8]=[C:7]([C:1]4[CH:2]=[CH:3][CH:4]=[CH:5][CH:6]=4)[C:11]=3[CH2:12]2)=[O:27])[CH:22]=[CH:23][CH:24]=1, predict the reactants needed to synthesize it. (3) Given the product [O:1]=[C:2]1[CH:8]2[CH2:9][CH2:10][CH:3]1[CH2:4][C:5]1[CH:14]=[CH:13][C:12]([C:20]([O:22][CH3:23])=[O:21])=[CH:11][C:6]=1[CH2:7]2, predict the reactants needed to synthesize it. The reactants are: [O:1]=[C:2]1[CH:8]2[CH2:9][CH2:10][CH:3]1[CH2:4][C:5]1[CH:14]=[CH:13][CH:12]=[CH:11][C:6]=1[CH2:7]2.BrCC1C=C(C=CC=1CBr)[C:20]([O:22][CH3:23])=[O:21]. (4) Given the product [C:30]([O:34][CH2:35][CH2:36][CH2:37][CH2:38][C:39]([CH3:44])([CH3:43])[CH2:40][C:41]#[C:42][C:47]([C:49]([F:52])([F:51])[F:50])([OH:48])[C:46]([F:54])([F:53])[F:45])([CH3:31])([CH3:32])[CH3:33], predict the reactants needed to synthesize it. The reactants are: C(NC(C)C)(C)C.[Li]CCCC.[Li+].CC([N-]C(C)C)C.C(OP(Cl)(OCC)=O)C.[C:30]([O:34][CH2:35][CH2:36][CH2:37][CH2:38][C:39]([CH3:44])([CH3:43])[CH2:40][C:41]#[CH:42])([CH3:33])([CH3:32])[CH3:31].[F:45][C:46]([F:54])([F:53])[C:47]([C:49]([F:52])([F:51])[F:50])=[O:48]. (5) Given the product [CH2:2]([O:5][C:6]1[CH:11]=[CH:10][C:9]([CH:12]2[N:17]3[CH2:18][CH2:19][N:20]([C:22]4[CH:27]=[CH:26][C:25]([Cl:28])=[C:24]([O:29][CH3:30])[CH:23]=4)[CH2:21][CH:16]3[CH2:15][C:14](=[O:31])[CH2:13]2)=[C:8]([CH3:32])[C:7]=1[CH3:33])[CH:3]=[CH2:4], predict the reactants needed to synthesize it. The reactants are: Cl.[CH2:2]([O:5][C:6]1[CH:11]=[CH:10][C:9]([CH:12]=[CH:13][C:14](=[O:31])[CH2:15][CH:16]2[CH2:21][N:20]([C:22]3[CH:27]=[CH:26][C:25]([Cl:28])=[C:24]([O:29][CH3:30])[CH:23]=3)[CH2:19][CH2:18][NH:17]2)=[C:8]([CH3:32])[C:7]=1[CH3:33])[CH:3]=[CH2:4].C([O-])(=O)C.[NH4+].